From a dataset of Full USPTO retrosynthesis dataset with 1.9M reactions from patents (1976-2016). Predict the reactants needed to synthesize the given product. (1) Given the product [CH3:35][O:36][CH2:37][CH2:38][CH2:39][C:40]1[CH:49]=[C:48]2[C:43]([C:44]([NH:57][C@H:58]3[CH2:62][CH2:61][NH:60][CH2:59]3)=[N:45][C:46]([C:50]3[CH:55]=[CH:54][CH:53]=[CH:52][C:51]=3[OH:56])=[N:47]2)=[CH:42][CH:41]=1, predict the reactants needed to synthesize it. The reactants are: OC1C=CC=CC=1C1N=C(N[C@H]2CCN(C(OC(C)(C)C)=O)C2)C2C(=CC=C(C#CCO)C=2)N=1.[CH3:35][O:36][CH2:37]/[CH:38]=[CH:39]/[C:40]1[CH:49]=[C:48]2[C:43]([C:44]([NH:57][C@H:58]3[CH2:62][CH2:61][NH:60][CH2:59]3)=[N:45][C:46]([C:50]3[CH:55]=[CH:54][CH:53]=[CH:52][C:51]=3[OH:56])=[N:47]2)=[CH:42][CH:41]=1. (2) Given the product [CH3:1][O:2][CH:3]([O:19][CH3:20])[C@:4]1([CH3:18])[C@@H:9]([OH:10])[C@H:8]([N:29]([C:24]2[CH:25]=[CH:26][CH:27]=[CH:28][C:23]=2[O:22][CH3:21])[CH2:30][C:31]2[NH:35][CH:34]=[CH:33][N:32]=2)[C:7]2[CH:11]=[C:12]([N+:15]([O-:17])=[O:16])[CH:13]=[CH:14][C:6]=2[O:5]1, predict the reactants needed to synthesize it. The reactants are: [CH3:1][O:2][CH:3]([O:19][CH3:20])[C@:4]1([CH3:18])[C@H:9]2[O:10][C@H:8]2[C:7]2[CH:11]=[C:12]([N+:15]([O-:17])=[O:16])[CH:13]=[CH:14][C:6]=2[O:5]1.[CH3:21][O:22][C:23]1[CH:28]=[CH:27][CH:26]=[CH:25][C:24]=1[NH:29][CH2:30][C:31]1[NH:32][CH:33]=[CH:34][N:35]=1. (3) Given the product [NH:1]1[C:9]2[C:4](=[CH:5][C:6](/[CH:10]=[CH:11]/[C:12](=[O:17])[CH2:13][C:14](=[O:16])/[CH:15]=[CH:32]/[C:31]3[CH:30]=[CH:29][C:28]([O:27][CH2:26][C:21]4[CH:22]=[CH:23][CH:24]=[CH:25][N:20]=4)=[CH:35][CH:34]=3)=[CH:7][CH:8]=2)[CH:3]=[CH:2]1, predict the reactants needed to synthesize it. The reactants are: [NH:1]1[C:9]2[C:4](=[CH:5][C:6]([CH:10]=[CH:11][C:12](=[O:17])[CH2:13][C:14](=[O:16])[CH3:15])=[CH:7][CH:8]=2)[CH:3]=[CH:2]1.[B]=O.[N:20]1[CH:25]=[CH:24][CH:23]=[CH:22][C:21]=1[CH2:26][O:27][C:28]1[CH:35]=[CH:34][C:31]([CH:32]=O)=[CH:30][CH:29]=1.B(OC(C)C)(OC(C)C)OC(C)C.N1CCCCC1.Cl.C(=O)(O)[O-].[Na+]. (4) Given the product [ClH:32].[Cl:33][C:28]1[CH:27]=[C:26]([S:25][C:6]2[CH:5]=[CH:4][C:3]([C:1]#[N:2])=[CH:8][C:7]=2[S:9]([N:12]2[CH2:13][CH2:14][NH:15][CH2:16][CH2:17]2)(=[O:10])=[O:11])[CH:31]=[C:30]([Cl:32])[CH:29]=1, predict the reactants needed to synthesize it. The reactants are: [C:1]([C:3]1[CH:4]=[CH:5][C:6]([S:25][C:26]2[CH:31]=[C:30]([Cl:32])[CH:29]=[C:28]([Cl:33])[CH:27]=2)=[C:7]([S:9]([N:12]2[CH2:17][CH2:16][N:15](C(OC(C)(C)C)=O)[CH2:14][CH2:13]2)(=[O:11])=[O:10])[CH:8]=1)#[N:2].Cl.